From a dataset of Reaction yield outcomes from USPTO patents with 853,638 reactions. Predict the reaction yield, written as a fraction of the theoretical maximum amount of product (1.0 means a 100% yield; for example, 0.34 means a 34% yield). The reactants are C(N(CC)CC)C.[C:8](N1C=CN=C1)(N1C=CN=C1)=[O:9].[CH3:20][C:21]([C:24]1[CH:25]=[C:26]([S:30]([N:33]2[C:41]3[C:36](=[CH:37][C:38]([C:42]([F:45])([F:44])[F:43])=[CH:39][CH:40]=3)[CH:35]=[C:34]2[CH2:46][C:47]2[CH:56]=[CH:55][C:50]([C:51]([NH:53][NH2:54])=[O:52])=[CH:49][CH:48]=2)(=[O:32])=[O:31])[CH:27]=[CH:28][CH:29]=1)([CH3:23])[CH3:22]. The catalyst is ClCCl.O. The product is [CH3:23][C:21]([C:24]1[CH:25]=[C:26]([S:30]([N:33]2[C:41]3[C:36](=[CH:37][C:38]([C:42]([F:43])([F:44])[F:45])=[CH:39][CH:40]=3)[CH:35]=[C:34]2[CH2:46][C:47]2[CH:48]=[CH:49][C:50]([C:51]3[O:52][C:8](=[O:9])[NH:54][N:53]=3)=[CH:55][CH:56]=2)(=[O:32])=[O:31])[CH:27]=[CH:28][CH:29]=1)([CH3:20])[CH3:22]. The yield is 0.280.